From a dataset of NCI-60 drug combinations with 297,098 pairs across 59 cell lines. Regression. Given two drug SMILES strings and cell line genomic features, predict the synergy score measuring deviation from expected non-interaction effect. (1) Drug 1: CS(=O)(=O)C1=CC(=C(C=C1)C(=O)NC2=CC(=C(C=C2)Cl)C3=CC=CC=N3)Cl. Synergy scores: CSS=25.7, Synergy_ZIP=-1.45, Synergy_Bliss=1.21, Synergy_Loewe=-7.64, Synergy_HSA=-0.267. Drug 2: CC(C1=C(C=CC(=C1Cl)F)Cl)OC2=C(N=CC(=C2)C3=CN(N=C3)C4CCNCC4)N. Cell line: HCT116. (2) Drug 1: CC1=C(C=C(C=C1)NC(=O)C2=CC=C(C=C2)CN3CCN(CC3)C)NC4=NC=CC(=N4)C5=CN=CC=C5. Synergy scores: CSS=4.51, Synergy_ZIP=-1.37, Synergy_Bliss=1.08, Synergy_Loewe=-3.03, Synergy_HSA=-1.87. Cell line: SR. Drug 2: C1CC(=O)NC(=O)C1N2C(=O)C3=CC=CC=C3C2=O. (3) Synergy scores: CSS=27.2, Synergy_ZIP=2.28, Synergy_Bliss=2.63, Synergy_Loewe=9.98, Synergy_HSA=3.81. Drug 2: C1=NNC2=C1C(=O)NC=N2. Drug 1: CC1=CC=C(C=C1)C2=CC(=NN2C3=CC=C(C=C3)S(=O)(=O)N)C(F)(F)F. Cell line: HL-60(TB). (4) Drug 1: CC12CCC(CC1=CCC3C2CCC4(C3CC=C4C5=CN=CC=C5)C)O. Drug 2: CC1=C(C(CCC1)(C)C)C=CC(=CC=CC(=CC(=O)O)C)C. Cell line: A498. Synergy scores: CSS=3.52, Synergy_ZIP=-0.459, Synergy_Bliss=0.186, Synergy_Loewe=-0.852, Synergy_HSA=-1.86. (5) Drug 1: C1=CC(=CC=C1CCC2=CNC3=C2C(=O)NC(=N3)N)C(=O)NC(CCC(=O)O)C(=O)O. Drug 2: CN(C(=O)NC(C=O)C(C(C(CO)O)O)O)N=O. Cell line: KM12. Synergy scores: CSS=-5.39, Synergy_ZIP=-6.02, Synergy_Bliss=-14.5, Synergy_Loewe=-20.7, Synergy_HSA=-16.3.